From a dataset of Forward reaction prediction with 1.9M reactions from USPTO patents (1976-2016). Predict the product of the given reaction. (1) Given the reactants [C:1]1([C:7]#[C:8][C:9]([N:11]2[CH2:16][CH2:15][N:14]([C:17]3[CH:22]=[CH:21][CH:20]=[CH:19][C:18]=3[CH3:23])[CH2:13][CH2:12]2)=[O:10])[CH:6]=[CH:5][CH:4]=[CH:3][CH:2]=1.N1C2C(=CC=CC=2)C=CC=1, predict the reaction product. The product is: [C:1]1(/[CH:7]=[CH:8]\[C:9]([N:11]2[CH2:16][CH2:15][N:14]([C:17]3[CH:22]=[CH:21][CH:20]=[CH:19][C:18]=3[CH3:23])[CH2:13][CH2:12]2)=[O:10])[CH:2]=[CH:3][CH:4]=[CH:5][CH:6]=1. (2) Given the reactants C(=O)([O-])[O-].[K+].[K+].[Cl:7][C:8]1[CH:15]=[CH:14][C:11]([C:12]#[N:13])=[C:10](F)[CH:9]=1.[O:17]=[S:18]1(=[O:37])[CH2:23][CH2:22][N:21]2[CH:24]3[CH2:29][CH2:28][C:27]([C:30]4[CH:35]=[CH:34][C:33]([OH:36])=[CH:32][CH:31]=4)([C:20]2=[N:19]1)[CH2:26][CH2:25]3.CS(C)=O, predict the reaction product. The product is: [Cl:7][C:8]1[CH:15]=[CH:14][C:11]([C:12]#[N:13])=[C:10]([O:36][C:33]2[CH:34]=[CH:35][C:30]([C:27]34[CH2:28][CH2:29][CH:24]([N:21]5[CH2:22][CH2:23][S:18](=[O:37])(=[O:17])[N:19]=[C:20]53)[CH2:25][CH2:26]4)=[CH:31][CH:32]=2)[CH:9]=1. (3) Given the reactants Br[C:2]1[CH:3]=[CH:4][C:5]2[N:6]([C:8]([CH:11]([C:13]3[CH:14]=[CH:15][C:16]4[N:17]([CH:19]=[C:20]([NH:22][C:23]([CH:25]5[CH2:27][CH2:26]5)=[O:24])[N:21]=4)[N:18]=3)[CH3:12])=[N:9][N:10]=2)[CH:7]=1.N([C:30]1C=CC(C)=CN=1)N, predict the reaction product. The product is: [CH3:30][C:2]1[CH:3]=[CH:4][C:5]2[N:6]([C:8]([CH:11]([C:13]3[CH:14]=[CH:15][C:16]4[N:17]([CH:19]=[C:20]([NH:22][C:23]([CH:25]5[CH2:26][CH2:27]5)=[O:24])[N:21]=4)[N:18]=3)[CH3:12])=[N:9][N:10]=2)[CH:7]=1. (4) Given the reactants C1N=CN(C(N2C=NC=C2)=O)C=1.[Cl:13][C:14]1[CH:19]=[C:18]([C:20]2[O:24][N:23]=[C:22]([CH3:25])[C:21]=2[C:26](O)=[O:27])[CH:17]=[CH:16][N:15]=1.[BH4-].[Na+].Cl, predict the reaction product. The product is: [Cl:13][C:14]1[CH:19]=[C:18]([C:20]2[O:24][N:23]=[C:22]([CH3:25])[C:21]=2[CH2:26][OH:27])[CH:17]=[CH:16][N:15]=1. (5) Given the reactants O.[NH2:2][NH2:3].C[O:5][C:6](=O)[C:7]1[CH:15]=[CH:14][C:10]([C:11]([OH:13])=[O:12])=[CH:9][CH:8]=1, predict the reaction product. The product is: [NH:2]([C:6]([C:7]1[CH:15]=[CH:14][C:10]([C:11]([OH:13])=[O:12])=[CH:9][CH:8]=1)=[O:5])[NH2:3]. (6) Given the reactants [Br:1][C:2]1[CH:3]=[C:4]([N:8]2[C:16]3[C:11](=[CH:12][C:13]([CH:17]=[O:18])=[CH:14][CH:15]=3)[C:10]([C:19]([O:21][CH3:22])=[O:20])=[N:9]2)[CH:5]=[CH:6][CH:7]=1.O1CCC[CH2:24]1, predict the reaction product. The product is: [Br:1][C:2]1[CH:3]=[C:4]([N:8]2[C:16]3[C:11](=[CH:12][C:13]([CH:17]([OH:18])[CH3:24])=[CH:14][CH:15]=3)[C:10]([C:19]([O:21][CH3:22])=[O:20])=[N:9]2)[CH:5]=[CH:6][CH:7]=1. (7) Given the reactants O1C2C=CC(C3(C(N[C:16]4[CH:17]=[CH:18][C:19](CC#N)=[C:20]([C:22]5[CH:27]=[CH:26][C:25]([C:28]([N:30]([CH3:32])[CH3:31])=[O:29])=[CH:24][CH:23]=5)[CH:21]=4)=O)CC3)=CC=2OC1.OO.[OH-].[Na+], predict the reaction product. The product is: [CH3:31][N:30]([CH3:32])[C:28]([C:25]1[CH:26]=[CH:27][C:22]([C:20]2[CH:21]=[CH:16][CH:17]=[CH:18][CH:19]=2)=[CH:23][CH:24]=1)=[O:29].